Predict which catalyst facilitates the given reaction. From a dataset of Catalyst prediction with 721,799 reactions and 888 catalyst types from USPTO. Reactant: [Cl:1][C:2]1[CH:7]=[CH:6][C:5]([C:8]2[O:12][C:11]([C:13]([OH:15])=O)=[CH:10][CH:9]=2)=[CH:4][CH:3]=1.Cl.Cl.[N:18]12[CH2:26][CH2:25][CH:22]([CH2:23][CH2:24]1)[NH:21][CH2:20][CH2:19]2.O.ON1C2C=CC=CC=2N=N1.F[B-](F)(F)F.N1(OC(N(C)C)=[N+](C)C)C2C=CC=CC=2N=N1.C(N(C(C)C)CC)(C)C.[OH-].[Na+]. Product: [Cl:1][C:2]1[CH:3]=[CH:4][C:5]([C:8]2[O:12][C:11]([C:13]([N:21]3[CH:22]4[CH2:25][CH2:26][N:18]([CH2:24][CH2:23]4)[CH2:19][CH2:20]3)=[O:15])=[CH:10][CH:9]=2)=[CH:6][CH:7]=1. The catalyst class is: 9.